Task: Binary Classification. Given a miRNA mature sequence and a target amino acid sequence, predict their likelihood of interaction.. Dataset: Experimentally validated miRNA-target interactions with 360,000+ pairs, plus equal number of negative samples (1) The miRNA is mmu-miR-1298-5p with sequence UUCAUUCGGCUGUCCAGAUGUA. The protein sequence of the target gene is MYAFYSLLIYIFYSLFRRDGGAAAAAEPGDPAQRARKPRGRRRPDLPAPELWTELTGLAASSEPEDGSEGAAEGRAAAVSLEEALLRLAEFLSVQLGAEESCGGPADLGQSGEVPSLLTVTSQLLALLAWLRSPRGRQALLQGTQPAPRVRPPSPDGSTSQEESPSHFTAVPGEPLGDETQGQQPLQLEEDQRAWQRLEQLILGQLEELKQQLEQQEEELGRLRLGVGATDSEKRVQHLTLENEALKQSLSLMRDLLLHWGPGPPIRAPQEEAEALLELQGRLQEAQDTTEALRAQLGVQ.... Result: 0 (no interaction). (2) The miRNA is hsa-miR-642a-3p with sequence AGACACAUUUGGAGAGGGAACC. The protein sequence of the target gene is MSSSPVNVKKLKVSELKEELKKRRLSDKGLKAELMERLQAALDDEEAGGRPAMEPGNGSLDLGGDSAGRSGAGLEQEAAAGGDEEEEEEEEEEEGISALDGDQMELGEENGAAGAADSGPMEEEEAASEDENGDDQGFQEGEDELGDEEEGAGDENGHGEQQPQPPATQQQQPQQQRGAAKEAAGKSSGPTSLFAVTVAPPGARQGQQQAGGKKKAEGGGGGGRPGAPAAGDGKTEQKGGDKKRGVKRPREDHGRGYFEYIEENKYSRAKSPQPPVEEEDEHFDDTVVCLDTYNCDLHFK.... Result: 1 (interaction). (3) The miRNA is hsa-miR-1247-3p with sequence CCCCGGGAACGUCGAGACUGGAGC. The protein sequence of the target gene is MESQQDEAVQTKGASTSSDAQDQGAEKGAKNKTTEATEGPTSEPPLSGPGRLKKTAMKLFGGKKGICTLPSFFGGGRSKGSGKVSSKKSLNKSKTHDGLSEASQGPEDVVIEETDLSTPLSKSSAQFPSSQSANGALEIGSKHKTSGTEAIEKAGVEKVPSVHKPKKSLKSFFSSIRRHRKGKTSGADQSVPGAKELEGARTRSHEHVSSISLPSSEEIFRDTRKENAKPQDAPGPKMSPAQVHFSPTTEKAACKNPEKLTRTCASEFMQPKPVLEGGSLEEPHTSETEGKVVAGEVNPP.... Result: 0 (no interaction). (4) The miRNA is hsa-miR-769-3p with sequence CUGGGAUCUCCGGGGUCUUGGUU. The protein sequence of the target gene is MEPEAAAGARKARGRGCHCPGDAPWRPPPPRGPESPAPWRPWIQTPGDAELTRTGRPLEPRADQHTFGSKGAFGFQHPVRVYLPMSKRQEYLRSSGEQVLASFPVQATIDFYDDESTESASEAEEPEEGPPPLHLLPQEVGGRQENGPGGKGRDQGINQGQRSSGGGDHWGEGPLPQGVSSRGGKCSSSK. Result: 0 (no interaction). (5) The miRNA is hsa-miR-5093 with sequence AGGAAAUGAGGCUGGCUAGGAGC. The protein sequence of the target gene is MRALAQRSDRRLLLLVVLSVMILETVTNQDLPVIKCVLISHENNGSSAGKPSSYRMVRGSPEDLQCTPRRQSEGTVYEAATVEVAESGSITLQVQLATPGDLSCLWVFKHSSLGCQPHFDLQNRGIVSMAILNVTETQAGEYLLHIQSEAANYTVLFTVNVRDTQLYVLRRPYFRKMENQDALLCISEGVPEPTVEWVLCSSHRESCKEEGPAVVRKEEKVLHELFGTDIRCCARNALGRESTKLFTIDLNQAPQSTLPQLFLKVGEPLWIRCKAIHVNHGFGLTWELEDKALEEGSYFE.... Result: 0 (no interaction). (6) The miRNA is hsa-miR-30a-3p with sequence CUUUCAGUCGGAUGUUUGCAGC. The protein sequence of the target gene is MGTASRSNIARHLQTNLILFCVGAVGACTLSVTQPWYLEVDYTHEAVTIKCTFSATGCPSEQPTCLWFRYGAHQPENLCLDGCKSEADKFTVREALKENQVSLTVNRVTSNDSAIYICGIAFPSVPEARAKQTGGGTTLVVREIKLLSKELRSFLTALVSLLSVYVTGVCVAFILLSKSKSNPLRNKEIKEDSQKKKSARRIFQEIAQELYHKRHVETNQQSEKDNNTYENRRVLSNYERP. Result: 0 (no interaction). (7) Result: 0 (no interaction). The protein sequence of the target gene is MAPPLLSLPLCILPPGSGSPRLVCYCERDSGGDGDRDDFNLYVTDAAELWSTCFSPDSLARLKARFGLSGAEDIHSRFRAACQQQAVTVSLQEDRALITLSGDTPALAFDLSKVPSPEAAPRLQALTLSLAEHVCNLERRLAAAEETITSPKKNTQPAGTQFLPELDHQRGSSGPGVRRRCPGESLINPGFKSKKPAAGVDFDET. The miRNA is hsa-miR-204-3p with sequence GCUGGGAAGGCAAAGGGACGU.